Predict the product of the given reaction. From a dataset of Forward reaction prediction with 1.9M reactions from USPTO patents (1976-2016). (1) The product is: [CH2:49]([O:44][C:43]([C:26]1[CH:27]([C:19]2[CH:20]=[CH:21][N:16]=[CH:17][C:18]=2[F:7])[C:3]2[C:1]([NH2:2])=[C:34]([C:35]([C:37]3[CH:38]=[N:39][CH:40]=[CH:41][CH:42]=3)=[O:36])[S:5][C:4]=2[NH:6][C:22]=1[CH2:23][CH3:24])=[O:46])[CH3:50]. Given the reactants [C:1]([CH2:3][C:4]([NH2:6])=[S:5])#[N:2].[F:7]C1C=C(C=O)C=CN=1.[NH:16]1[CH2:21][CH2:20][CH2:19][CH2:18][CH2:17]1.[C:22]([CH2:26][C:27](OCC)=O)(=O)[CH2:23][CH3:24].Br.Br[CH2:34][C:35]([C:37]1[CH:38]=[N:39][CH:40]=[CH:41][CH:42]=1)=[O:36].[C:43](=[O:46])([O-])[O-:44].[K+].[K+].[CH2:49](O)[CH3:50], predict the reaction product. (2) The product is: [Cl:24][C:11]1[CH:10]=[C:9]([NH:8][C:2]2[CH:3]=[N:4][CH:5]=[CH:6][CH:7]=2)[CH:23]=[CH:22][C:12]=1[C:13]([C:15]1[CH:20]=[CH:19][CH:18]=[CH:17][C:16]=1[CH3:21])=[O:14]. Given the reactants Cl[C:2]1[CH:3]=[N:4][CH:5]=[CH:6][CH:7]=1.[NH2:8][C:9]1[CH:23]=[CH:22][C:12]([C:13]([C:15]2[CH:20]=[CH:19][CH:18]=[CH:17][C:16]=2[CH3:21])=[O:14])=[C:11]([Cl:24])[CH:10]=1.C(O[Na])(C)(C)C, predict the reaction product. (3) Given the reactants [N:1]1[N:5]2[CH:6]=[CH:7][CH:8]=[CH:9][C:4]2=[CH:3][C:2]=1[C:10]([OH:12])=[O:11], predict the reaction product. The product is: [N:1]1[N:5]2[CH2:6][CH2:7][CH2:8][CH2:9][C:4]2=[CH:3][C:2]=1[C:10]([OH:12])=[O:11]. (4) Given the reactants [CH2:1]([C:5]1([C:28]2[CH:33]=[CH:32][CH:31]=[CH:30][CH:29]=2)[C:9]2[CH2:10][N:11]([C:14](=[O:26])/[CH:15]=[CH:16]/[C:17]3[CH:22]=[CH:21][CH:20]=[CH:19][C:18]=3[N+:23]([O-])=O)[CH2:12][CH2:13][C:8]=2[C:7](=[O:27])[O:6]1)[CH:2]([CH3:4])[CH3:3].O.[Sn](Cl)Cl, predict the reaction product. The product is: [NH2:23][C:18]1[CH:19]=[CH:20][CH:21]=[CH:22][C:17]=1/[CH:16]=[CH:15]/[C:14]([N:11]1[CH2:12][CH2:13][C:8]2[C:7](=[O:27])[O:6][C:5]([CH2:1][CH:2]([CH3:3])[CH3:4])([C:28]3[CH:33]=[CH:32][CH:31]=[CH:30][CH:29]=3)[C:9]=2[CH2:10]1)=[O:26]. (5) The product is: [CH3:41][C:36]([N:33]1[CH2:34][CH2:35][N:30]([CH2:29][C:27]2[S:28][C:8]3[C:7]([N:1]4[CH2:2][CH2:3][O:4][CH2:5][CH2:6]4)=[N:12][C:11]([C:43]4[N:48]5[CH:49]=[CH:50][N:51]=[C:47]5[C:46]([CH3:52])=[CH:45][CH:44]=4)=[N:10][C:9]=3[CH:26]=2)[CH2:31][CH2:32]1)([CH3:40])[C:37]([NH2:39])=[O:38]. Given the reactants [N:1]1([C:7]2[C:8]3[S:28][C:27]([CH2:29][N:30]4[CH2:35][CH2:34][N:33]([C:36]([CH3:41])([CH3:40])[C:37]([NH2:39])=[O:38])[CH2:32][CH2:31]4)=[CH:26][C:9]=3[N:10]=[C:11]([Sn](CCCC)(CCCC)CCCC)[N:12]=2)[CH2:6][CH2:5][O:4][CH2:3][CH2:2]1.Br[C:43]1[N:48]2[CH:49]=[CH:50][N:51]=[C:47]2[C:46]([CH3:52])=[CH:45][CH:44]=1, predict the reaction product. (6) Given the reactants [C:1]([C:3]1[CH:8]=[CH:7][C:6]([C:9]2[N:13]3[CH:14]=[C:15]([C:18]4[CH:26]=[CH:25][C:21]([C:22](O)=[O:23])=[C:20]([Cl:27])[CH:19]=4)[N:16]=[CH:17][C:12]3=[N:11][CH:10]=2)=[CH:5][CH:4]=1)#[N:2].CN(C(ON1N=NC2C=CC=NC1=2)=[N+](C)C)C.F[P-](F)(F)(F)(F)F.CN1CCOCC1.Cl.[CH3:60][C:61]1([NH:67][C:68](=[O:74])[O:69][C:70]([CH3:73])([CH3:72])[CH3:71])[CH2:66][CH2:65][NH:64][CH2:63][CH2:62]1, predict the reaction product. The product is: [Cl:27][C:20]1[CH:19]=[C:18]([C:15]2[N:16]=[CH:17][C:12]3[N:13]([C:9]([C:6]4[CH:7]=[CH:8][C:3]([C:1]#[N:2])=[CH:4][CH:5]=4)=[CH:10][N:11]=3)[CH:14]=2)[CH:26]=[CH:25][C:21]=1[C:22]([N:64]1[CH2:63][CH2:62][C:61]([NH:67][C:68](=[O:74])[O:69][C:70]([CH3:73])([CH3:72])[CH3:71])([CH3:60])[CH2:66][CH2:65]1)=[O:23].